From a dataset of Full USPTO retrosynthesis dataset with 1.9M reactions from patents (1976-2016). Predict the reactants needed to synthesize the given product. (1) Given the product [O:1]=[CH:2][C@H:3]([NH:6][C:7](=[O:13])[O:8][C:9]([CH3:12])([CH3:11])[CH3:10])[CH2:4][CH3:5], predict the reactants needed to synthesize it. The reactants are: [OH:1][CH2:2][C@H:3]([NH:6][C:7](=[O:13])[O:8][C:9]([CH3:12])([CH3:11])[CH3:10])[CH2:4][CH3:5].C(N(CC)CC)C. (2) Given the product [NH2:8][C:9]1[CH:14]=[CH:13][C:12]([C:15]2[CH:16]([CH2:23][CH3:24])[CH:17]([CH3:22])[C:18](=[O:21])[NH:19][N:20]=2)=[CH:11][C:10]=1[OH:25], predict the reactants needed to synthesize it. The reactants are: C([NH:8][C:9]1[CH:14]=[CH:13][C:12]([C:15]2[CH:16]([CH2:23][CH3:24])[CH:17]([CH3:22])[C:18](=[O:21])[NH:19][N:20]=2)=[CH:11][C:10]=1[OH:25])C1C=CC=CC=1. (3) Given the product [Cl:41][C:29]1[CH:28]=[CH:27][C:26]([C:4]2[C:5]([C@@H:8]([NH:18][C:19](=[O:25])[O:20][C:21]([CH3:22])([CH3:23])[CH3:24])[CH2:9][C:10]3[CH:15]=[C:14]([F:16])[CH:13]=[C:12]([F:17])[CH:11]=3)=[N:6][CH:7]=[C:2]([C:48]3[CH:53]=[CH:52][CH:51]=[CH:50][CH:49]=3)[CH:3]=2)=[C:34]2[C:30]=1[C:31]([NH:36][S:37]([CH3:40])(=[O:38])=[O:39])=[N:32][N:33]2[CH3:35], predict the reactants needed to synthesize it. The reactants are: Br[C:2]1[CH:3]=[C:4]([C:26]2[CH:27]=[CH:28][C:29]([Cl:41])=[C:30]3[C:34]=2[N:33]([CH3:35])[N:32]=[C:31]3[NH:36][S:37]([CH3:40])(=[O:39])=[O:38])[C:5]([C@@H:8]([NH:18][C:19](=[O:25])[O:20][C:21]([CH3:24])([CH3:23])[CH3:22])[CH2:9][C:10]2[CH:15]=[C:14]([F:16])[CH:13]=[C:12]([F:17])[CH:11]=2)=[N:6][CH:7]=1.C([O-])([O-])=O.[K+].[K+].[C:48]1(C)[CH:53]=[CH:52][CH:51]=[CH:50][CH:49]=1.CC(O)C. (4) Given the product [OH:8][C:7]([C:6]1[C:2]([CH3:1])=[N:3][N:4]([C:16]2[CH:17]=[CH:18][C:19]([C:20]#[N:21])=[CH:22][CH:23]=2)[C:5]=1[CH3:15])([C:9]1[CH:10]=[CH:11][CH:12]=[CH:13][CH:14]=1)[CH2:24][CH3:25], predict the reactants needed to synthesize it. The reactants are: [CH3:1][C:2]1[C:6]([C:7]([C:9]2[CH:14]=[CH:13][CH:12]=[CH:11][CH:10]=2)=[O:8])=[C:5]([CH3:15])[N:4]([C:16]2[CH:23]=[CH:22][C:19]([C:20]#[N:21])=[CH:18][CH:17]=2)[N:3]=1.[CH2:24]([Mg]Br)[CH3:25]. (5) Given the product [CH:15]([C:18]1[CH:25]=[CH:24][C:21]([CH2:22][O:1][C:2]2[CH:7]=[CH:6][C:5]([N+:8]([O-:10])=[O:9])=[CH:4][C:3]=2[C:11](=[O:14])[CH2:12][CH3:13])=[CH:20][CH:19]=1)([CH3:17])[CH3:16], predict the reactants needed to synthesize it. The reactants are: [OH:1][C:2]1[CH:7]=[CH:6][C:5]([N+:8]([O-:10])=[O:9])=[CH:4][C:3]=1[C:11](=[O:14])[CH2:12][CH3:13].[CH:15]([C:18]1[CH:25]=[CH:24][C:21]([CH2:22]O)=[CH:20][CH:19]=1)([CH3:17])[CH3:16].C1CCN(C(/N=N/C(N2CCCCC2)=O)=O)CC1.C1(P(C2C=CC=CC=2)C2C=CC=CC=2)C=CC=CC=1.